Dataset: Reaction yield outcomes from USPTO patents with 853,638 reactions. Task: Predict the reaction yield, written as a fraction of the theoretical maximum amount of product (1.0 means a 100% yield; for example, 0.34 means a 34% yield). (1) The reactants are [CH2:1]([O:3][CH:4]([C:8]1[CH:13]=[CH:12][CH:11]=[C:10]([N+:14]([O-])=O)[CH:9]=1)[C:5]([OH:7])=[O:6])[CH3:2]. The catalyst is C(O)C.[Pd]. The product is [CH2:1]([O:3][CH:4]([C:8]1[CH:13]=[CH:12][CH:11]=[C:10]([NH2:14])[CH:9]=1)[C:5]([OH:7])=[O:6])[CH3:2]. The yield is 0.540. (2) The reactants are [F:1][C:2]([F:23])([F:22])[C:3]1[CH:4]=[C:5]([C:9]2[N:18]=[C:17]([C:19]([OH:21])=O)[C:16]3[C:11](=[CH:12][CH:13]=[CH:14][CH:15]=3)[N:10]=2)[CH:6]=[CH:7][CH:8]=1.Cl.[OH:25][C:26]1[C:35]([O:36][CH3:37])=[CH:34][CH:33]=[C:32]2[C:27]=1[CH2:28][CH2:29][NH:30][CH2:31]2. No catalyst specified. The product is [F:23][C:2]([F:22])([F:1])[C:3]1[CH:4]=[C:5]([C:9]2[N:18]=[C:17]([C:19]([N:30]3[CH2:29][CH2:28][C:27]4[C:32](=[CH:33][CH:34]=[C:35]([O:36][CH3:37])[C:26]=4[OH:25])[CH2:31]3)=[O:21])[C:16]3[C:11](=[CH:12][CH:13]=[CH:14][CH:15]=3)[N:10]=2)[CH:6]=[CH:7][CH:8]=1. The yield is 0.180. (3) The reactants are [CH:1]1([CH:7]([NH:21][C:22]2[CH:30]=[CH:29][C:25]([C:26](O)=[O:27])=[CH:24][CH:23]=2)[C:8]2[CH:12]=[C:11]([C:13]3[C:14]([CH3:19])=[N:15][O:16][C:17]=3[CH3:18])O[C:9]=2[CH3:20])[CH2:6][CH2:5][CH2:4][CH2:3][CH2:2]1.[CH3:31][NH:32][CH2:33][CH2:34][C:35]([O:37]CC)=[O:36].Cl.C(N=C=NCCCN(C)C)C.[OH2:52].OC1C2N=NNC=2C=CC=1. The catalyst is CN(C)C=O.C(OCC)(=O)C.C(N(CC)CC)C. The product is [CH:1]1([CH:7]([NH:21][C:22]2[CH:23]=[CH:24][C:25]([C:26]([N:32]([CH3:31])[CH2:33][CH2:34][C:35]([OH:37])=[O:36])=[O:27])=[CH:29][CH:30]=2)[C:8]2[CH:12]=[C:11]([C:13]3[C:14]([CH3:19])=[N:15][O:16][C:17]=3[CH3:18])[O:52][C:9]=2[CH3:20])[CH2:2][CH2:3][CH2:4][CH2:5][CH2:6]1. The yield is 0.900. (4) The reactants are C([O:8][C:9]1[C:10](=[O:24])[CH:11]=[C:12]([CH2:16][NH:17][C@@H:18]([CH3:23])[C:19]([NH:21][CH3:22])=[O:20])[N:13]([CH3:15])[CH:14]=1)C1C=CC=CC=1.[H][H]. The catalyst is CO.[Pd]. The product is [OH:8][C:9]1[C:10](=[O:24])[CH:11]=[C:12]([CH2:16][NH:17][C@@H:18]([CH3:23])[C:19]([NH:21][CH3:22])=[O:20])[N:13]([CH3:15])[CH:14]=1. The yield is 0.960. (5) The product is [Cl:1][C:2]1[CH:3]=[C:4]2[C:12](=[CH:13][CH:14]=1)[NH:11][C:10]1[CH:9]([NH2:22])[CH2:8][CH2:7][CH2:6][C:5]2=1. The reactants are [Cl:1][C:2]1[CH:3]=[C:4]2[C:12](=[CH:13][CH:14]=1)[NH:11][C:10]1[C:9](=O)[CH2:8][CH2:7][CH2:6][C:5]2=1.C([O-])(=O)C.[NH4+].C([BH3-])#[N:22].[Na+].Cl. The catalyst is CO. The yield is 0.520. (6) The reactants are C(OC(=O)[NH:7][C@H:8]1[CH2:16][O:15][CH2:14][C@H:13]([CH2:17][C:18]2[CH:23]=[CH:22][C:21]([CH3:24])=[CH:20][CH:19]=2)[C@@H:12]([O:25][CH2:26][CH:27]([CH3:29])[CH3:28])[C@H:11]([CH3:30])[O:10][C:9]1=[O:31])(C)(C)C.Cl.O1CCOCC1. The catalyst is C(Cl)Cl. The product is [NH2:7][C@H:8]1[CH2:16][O:15][CH2:14][C@H:13]([CH2:17][C:18]2[CH:23]=[CH:22][C:21]([CH3:24])=[CH:20][CH:19]=2)[C@@H:12]([O:25][CH2:26][CH:27]([CH3:28])[CH3:29])[C@H:11]([CH3:30])[O:10][C:9]1=[O:31]. The yield is 0.900.